From a dataset of Catalyst prediction with 721,799 reactions and 888 catalyst types from USPTO. Predict which catalyst facilitates the given reaction. (1) Reactant: Br[CH2:2][C:3]1[CH:8]=[CH:7][C:6]([C:9]2[CH:14]=[CH:13][CH:12]=[CH:11][C:10]=2[C:15]2[N:19]([C:20]([C:33]3[CH:38]=[CH:37][CH:36]=[CH:35][CH:34]=3)([C:27]3[CH:32]=[CH:31][CH:30]=[CH:29][CH:28]=3)[C:21]3[CH:26]=[CH:25][CH:24]=[CH:23][CH:22]=3)[N:18]=[N:17][N:16]=2)=[CH:5][CH:4]=1.C1(C)C=CC(S(O)(=O)=O)=CC=1.[CH2:50]([O:57][C:58](=[O:64])[C@H:59]([CH:61]([CH3:63])[CH3:62])[NH2:60])[C:51]1[CH:56]=[CH:55][CH:54]=[CH:53][CH:52]=1.C(N(C(C)C)C(C)C)C.[ClH:74]. Product: [ClH:74].[CH2:50]([O:57][C:58](=[O:64])[C@H:59]([CH:61]([CH3:62])[CH3:63])[NH:60][CH2:2][C:3]1[CH:8]=[CH:7][C:6]([C:9]2[CH:14]=[CH:13][CH:12]=[CH:11][C:10]=2[C:15]2[N:19]([C:20]([C:33]3[CH:38]=[CH:37][CH:36]=[CH:35][CH:34]=3)([C:27]3[CH:32]=[CH:31][CH:30]=[CH:29][CH:28]=3)[C:21]3[CH:26]=[CH:25][CH:24]=[CH:23][CH:22]=3)[N:18]=[N:17][N:16]=2)=[CH:5][CH:4]=1)[C:51]1[CH:56]=[CH:55][CH:54]=[CH:53][CH:52]=1. The catalyst class is: 647. (2) Product: [CH3:1][O:2][C:3]1[CH:4]=[CH:5][C:6]2[C:21](=[O:23])[N:12]3[CH2:13][C@H:14]([C:17]([O:19][CH3:20])=[O:18])[CH2:15][CH2:16][C@@H:11]3[CH2:10][CH2:9][C:7]=2[N:8]=1. Reactant: [CH3:1][O:2][C:3]1[N:8]=[C:7]([CH2:9][CH2:10][C@H:11]2[CH2:16][CH2:15][C@H:14]([C:17]([O:19][CH3:20])=[O:18])[CH2:13][NH:12]2)[C:6]([C:21]([O:23]C)=O)=[CH:5][CH:4]=1.C[Al](C)C.C1(C)C=CC=CC=1. The catalyst class is: 2. (3) Reactant: I[C:2]1[CH:7]=[CH:6][CH:5]=[CH:4][CH:3]=1.[Br:8][C:9]1[C:10]([NH2:22])=[CH:11][C:12]2[CH2:13][C:14]3[C:19]([C:20]=2[CH:21]=1)=[CH:18][CH:17]=[CH:16][CH:15]=3.P([O-])([O-])([O-])=O.[K+].[K+].[K+]. Product: [Br:8][C:9]1[C:10]([N:22]([C:2]2[CH:7]=[CH:6][CH:5]=[CH:4][CH:3]=2)[C:2]2[CH:7]=[CH:6][CH:5]=[CH:4][CH:3]=2)=[CH:11][C:12]2[CH2:13][C:14]3[C:19]([C:20]=2[CH:21]=1)=[CH:18][CH:17]=[CH:16][CH:15]=3. The catalyst class is: 185.